This data is from Full USPTO retrosynthesis dataset with 1.9M reactions from patents (1976-2016). The task is: Predict the reactants needed to synthesize the given product. (1) Given the product [C:1]([C:3]1[C:11]([CH3:12])=[CH:10][CH:9]=[CH:8][C:4]=1[C:5]([O:7][CH3:13])=[O:6])#[N:2], predict the reactants needed to synthesize it. The reactants are: [C:1]([C:3]1[C:11]([CH3:12])=[CH:10][CH:9]=[CH:8][C:4]=1[C:5]([OH:7])=[O:6])#[N:2].[CH3:13][Si](Cl)(C)C. (2) Given the product [NH2:1][C:2]1[C:7]([S:8]([CH2:11][CH2:12][C:13]([CH3:16])([OH:15])[CH3:14])(=[O:10])=[O:9])=[CH:6][C:5]([C:37]2[CH:38]=[CH:39][C:33]3[O:32][CH2:31][CH2:30][N:29]([C:22]4[C:21]5[CH2:20][C:19]([CH3:18])([CH3:43])[CH2:28][CH2:27][C:26]=5[N:25]=[CH:24][N:23]=4)[CH2:35][C:34]=3[CH:36]=2)=[CH:4][N:3]=1, predict the reactants needed to synthesize it. The reactants are: [NH2:1][C:2]1[C:7]([S:8]([CH2:11][CH2:12][C:13]([CH3:16])([OH:15])[CH3:14])(=[O:10])=[O:9])=[CH:6][C:5](Br)=[CH:4][N:3]=1.[CH3:18][C:19]1([CH3:43])[CH2:28][CH2:27][C:26]2[N:25]=[CH:24][N:23]=[C:22]([N:29]3[CH2:35][C:34]4[CH:36]=[C:37](B(O)O)[CH:38]=[CH:39][C:33]=4[O:32][CH2:31][CH2:30]3)[C:21]=2[CH2:20]1. (3) Given the product [CH3:15][C:11]1[C:3]([O:4][CH:5]2[CH2:10][CH2:9][CH2:8][CH2:7][O:6]2)=[C:2]([C:24]2[CH:25]=[CH:26][C:27]([O:28][CH2:29][C:30]3[CH:39]=[CH:38][C:37]4[C:32](=[CH:33][CH:34]=[CH:35][CH:36]=4)[N:31]=3)=[CH:40][CH:41]=2)[CH:14]=[CH:13][CH:12]=1, predict the reactants needed to synthesize it. The reactants are: Br[C:2]1[CH:14]=[CH:13][CH:12]=[C:11]([CH3:15])[C:3]=1[O:4][CH:5]1[CH2:10][CH2:9][CH2:8][CH2:7][O:6]1.CC1(C)C(C)(C)OB([C:24]2[CH:41]=[CH:40][C:27]([O:28][CH2:29][C:30]3[CH:39]=[CH:38][C:37]4[C:32](=[CH:33][CH:34]=[CH:35][CH:36]=4)[N:31]=3)=[CH:26][CH:25]=2)O1.C([O-])([O-])=O.[Na+].[Na+].